This data is from Forward reaction prediction with 1.9M reactions from USPTO patents (1976-2016). The task is: Predict the product of the given reaction. (1) Given the reactants [CH2:1]([N:3]1[C:12]2[C:7](=[CH:8][C:9]([N:13]([CH2:22][C:23]3[CH:28]=[CH:27][C:26]([O:29][CH3:30])=[CH:25][CH:24]=3)[S:14]([CH2:17][CH2:18][C:19](O)=[O:20])(=[O:16])=[O:15])=[CH:10][CH:11]=2)[C:6](=[O:31])[N:5]([CH2:32][CH3:33])[C:4]1=[O:34])[CH3:2].[NH2:35][C:36]1[CH:43]=[CH:42][C:39]([C:40]#[N:41])=[C:38]([Cl:44])[CH:37]=1.CCN(C(C)C)C(C)C.C(P1(=O)OP(CCC)(=O)OP(CCC)(=O)O1)CC.C(=O)([O-])O.[Na+], predict the reaction product. The product is: [Cl:44][C:38]1[CH:37]=[C:36]([NH:35][C:19](=[O:20])[CH2:18][CH2:17][S:14](=[O:15])(=[O:16])[N:13]([C:9]2[CH:8]=[C:7]3[C:12](=[CH:11][CH:10]=2)[N:3]([CH2:1][CH3:2])[C:4](=[O:34])[N:5]([CH2:32][CH3:33])[C:6]3=[O:31])[CH2:22][C:23]2[CH:24]=[CH:25][C:26]([O:29][CH3:30])=[CH:27][CH:28]=2)[CH:43]=[CH:42][C:39]=1[C:40]#[N:41]. (2) Given the reactants [CH3:1][C@H:2]1[NH:6][C@@H:5]([C:7]([O:9][CH3:10])=[O:8])[CH2:4][CH2:3]1.CCN(CC)CC.[CH3:18][C:19]([O:22][C:23](O[C:23]([O:22][C:19]([CH3:21])([CH3:20])[CH3:18])=[O:24])=[O:24])([CH3:21])[CH3:20], predict the reaction product. The product is: [CH3:1][C@@H:2]1[N:6]([C:23]([O:22][C:19]([CH3:21])([CH3:20])[CH3:18])=[O:24])[C@@H:5]([C:7]([O:9][CH3:10])=[O:8])[CH2:4][CH2:3]1. (3) Given the reactants C[C:2]1[C:3](C)=[C:4]([C:16]#[C:17]CO)[CH:5]=[CH:6][C:7]=1[C:8](=[O:15])[C:9]1[CH:14]=[CH:13][CH:12]=[CH:11][CH:10]=1.[OH-].[Na+], predict the reaction product. The product is: [C:8]([C:7]1[CH:2]=[CH:3][C:4]([C:16]#[CH:17])=[CH:5][CH:6]=1)(=[O:15])[C:9]1[CH:10]=[CH:11][CH:12]=[CH:13][CH:14]=1. (4) Given the reactants [H-].[Na+].[CH2:3]([OH:7])[CH2:4][C:5]#[CH:6].Cl[CH2:9][C:10]([N:12]1[CH2:20][C:19]2[CH:18]=[N:17][C:16]([NH:21][CH:22]3[CH2:30][C:29]4[C:24](=[CH:25][CH:26]=[CH:27][CH:28]=4)[CH2:23]3)=[N:15][C:14]=2[CH2:13]1)=[O:11].C(=O)(O)[O-].[Na+], predict the reaction product. The product is: [CH2:3]([O:7][CH2:9][C:10]([N:12]1[CH2:20][C:19]2[CH:18]=[N:17][C:16]([NH:21][CH:22]3[CH2:30][C:29]4[C:24](=[CH:25][CH:26]=[CH:27][CH:28]=4)[CH2:23]3)=[N:15][C:14]=2[CH2:13]1)=[O:11])[CH2:4][C:5]#[CH:6]. (5) Given the reactants [Na:1].COC1OCC(C[O:11][C:12]2[CH:17]=[CH:16][N:15]=[C:14]([CH2:18][S:19]([C:21]3[NH:25][C:24]4[CH:26]=[CH:27][CH:28]=[CH:29][C:23]=4[N:22]=3)=[O:20])[C:13]=2[CH3:30])CO1.[CH3:31][C:32]1([CH2:40][CH2:41]O)[O:39][CH2:38][C:35]2([CH2:37][CH2:36]2)[CH2:34][O:33]1, predict the reaction product. The product is: [Na:1].[CH3:30][C:13]1[C:14]([CH2:18][S:19]([C:21]2[NH:25][C:24]3[CH:26]=[CH:27][CH:28]=[CH:29][C:23]=3[N:22]=2)=[O:20])=[N:15][CH:16]=[CH:17][C:12]=1[O:11][CH2:41][CH2:40][C:32]1([CH3:31])[O:33][CH2:34][C:35]2([CH2:37][CH2:36]2)[CH2:38][O:39]1. (6) Given the reactants O1CCCC1.[CH3:6][C:7]1[CH:8]=[CH:9][C:10]([O:13][CH2:14][C:15]2[CH:20]=[CH:19][C:18]([CH2:21][C:22](Cl)=[N:23][OH:24])=[CH:17][CH:16]=2)=[N:11][CH:12]=1.[C:26]([C:28]1[C:29]([NH2:35])=[N:30][C:31]([NH2:34])=[CH:32][CH:33]=1)#[CH:27].C(N(CC)CC)C, predict the reaction product. The product is: [CH3:6][C:7]1[CH:8]=[CH:9][C:10]([O:13][CH2:14][C:15]2[CH:20]=[CH:19][C:18]([CH2:21][C:22]3[CH:27]=[C:26]([C:28]4[C:29]([NH2:35])=[N:30][C:31]([NH2:34])=[CH:32][CH:33]=4)[O:24][N:23]=3)=[CH:17][CH:16]=2)=[N:11][CH:12]=1. (7) Given the reactants [CH2:1]([O:8][C:9]1[CH:10]=[C:11]([OH:15])[CH:12]=[CH:13][CH:14]=1)[C:2]1[CH:7]=[CH:6][CH:5]=[CH:4][CH:3]=1.[N+]([C:19]1[S:23][C:22]([C:24]#[N:25])=[CH:21][CH:20]=1)([O-])=O.C(=O)([O-])[O-].[K+].[K+].C(OCC)(=O)C, predict the reaction product. The product is: [CH2:1]([O:8][C:9]1[CH:10]=[C:11]([CH:12]=[CH:13][CH:14]=1)[O:15][C:19]1[S:23][C:22]([C:24]#[N:25])=[CH:21][CH:20]=1)[C:2]1[CH:3]=[CH:4][CH:5]=[CH:6][CH:7]=1. (8) Given the reactants [O:1]=[C:2]1[CH2:11][CH2:10][C:9]2[CH:8]=[C:7]([C@H:12]3[CH2:21][CH2:20][C@@:14]4([NH:18][C:17](=[O:19])[O:16][CH2:15]4)[CH2:13]3)[CH:6]=[CH:5][C:4]=2[CH2:3]1.[CH2:22](O)[CH2:23][OH:24].C1(C)C=CC(S(O)(=O)=O)=CC=1, predict the reaction product. The product is: [CH2:3]1[C:4]2[C:9](=[CH:8][C:7]([C@H:12]3[CH2:21][CH2:20][C@@:14]4([NH:18][C:17](=[O:19])[O:16][CH2:15]4)[CH2:13]3)=[CH:6][CH:5]=2)[CH2:10][CH2:11][C:2]21[O:24][CH2:23][CH2:22][O:1]2. (9) Given the reactants [Cl:1][CH2:2][C@@H:3]([OH:27])[CH2:4][O:5][C:6]1[CH:11]=[CH:10][C:9]([C:12]([C:15]2[CH:26]=[CH:25][C:18]([O:19][CH2:20][C@H:21]([OH:24])[CH2:22][OH:23])=[CH:17][CH:16]=2)([CH3:14])[CH3:13])=[CH:8][CH:7]=1.[C:28]1(=[O:34])[O:33][C:31](=[O:32])[CH2:30][CH2:29]1, predict the reaction product. The product is: [C:28]([OH:33])(=[O:34])[CH2:29][CH2:30][C:31]([OH:5])=[O:32].[C:28]([OH:33])(=[O:34])[CH2:29][CH2:30][C:31]([OH:5])=[O:32].[C:28]([OH:33])(=[O:34])[CH2:29][CH2:30][C:31]([OH:5])=[O:32].[Cl:1][CH2:2][C@@H:3]([OH:27])[CH2:4][O:5][C:6]1[CH:7]=[CH:8][C:9]([C:12]([C:15]2[CH:16]=[CH:17][C:18]([O:19][CH2:20][C@@H:21]([OH:24])[CH2:22][OH:23])=[CH:25][CH:26]=2)([CH3:14])[CH3:13])=[CH:10][CH:11]=1. (10) The product is: [Cl:1][C:2]1[N:7]=[CH:6][C:5]([CH2:8][CH:9]([N:12]2[CH2:17][CH2:16][O:15][CH2:14][CH2:13]2)[CH3:10])=[CH:4][CH:3]=1. Given the reactants [Cl:1][C:2]1[N:7]=[CH:6][C:5]([CH2:8][C:9](=O)[CH3:10])=[CH:4][CH:3]=1.[NH:12]1[CH2:17][CH2:16][O:15][CH2:14][CH2:13]1, predict the reaction product.